Dataset: Tyrosyl-DNA phosphodiesterase HTS with 341,365 compounds. Task: Binary Classification. Given a drug SMILES string, predict its activity (active/inactive) in a high-throughput screening assay against a specified biological target. The molecule is S(c1nn2c(nnc2cc1)c1ccc(OC)cc1)CC(=O)Nc1noc(c1)C. The result is 0 (inactive).